From a dataset of Catalyst prediction with 721,799 reactions and 888 catalyst types from USPTO. Predict which catalyst facilitates the given reaction. (1) Reactant: [CH2:1]([C:5]1[N:6]=[C:7]([CH3:27])[NH:8][C:9](=[O:26])[C:10]=1[CH2:11][C:12]1[CH:17]=[CH:16][C:15]([C:18]2[C:19]([C:24]#[N:25])=[CH:20][CH:21]=[CH:22][CH:23]=2)=[CH:14][CH:13]=1)[CH2:2][CH2:3][CH3:4].[O:28]1[CH:32]=[CH:31][C:30](B(O)O)=[CH:29]1.C(N(CC)CC)C.N1C=CC=CC=1. Product: [CH2:1]([C:5]1[N:6]=[C:7]([CH3:27])[N:8]([C:30]2[CH:31]=[CH:32][O:28][CH:29]=2)[C:9](=[O:26])[C:10]=1[CH2:11][C:12]1[CH:17]=[CH:16][C:15]([C:18]2[C:19]([C:24]#[N:25])=[CH:20][CH:21]=[CH:22][CH:23]=2)=[CH:14][CH:13]=1)[CH2:2][CH2:3][CH3:4]. The catalyst class is: 297. (2) Reactant: [CH2:1]([C:4]1([CH:20]([CH3:22])[CH3:21])[O:9][C:8](=[O:10])[N:7]([C@H:11]([C:13]2[CH:18]=[CH:17][C:16]([Br:19])=[CH:15][CH:14]=2)[CH3:12])[CH2:6][CH2:5]1)[CH:2]=[CH2:3].B.C1C[O:27]CC1. Product: [Br:19][C:16]1[CH:15]=[CH:14][C:13]([C@@H:11]([N:7]2[CH2:6][CH2:5][C:4]([CH2:1][CH2:2][CH2:3][OH:27])([CH:20]([CH3:22])[CH3:21])[O:9][C:8]2=[O:10])[CH3:12])=[CH:18][CH:17]=1. The catalyst class is: 1. (3) Reactant: [N:1]([CH2:4][CH2:5][O:6][C@@H:7]1[C@H:11]2[O:12][C:13]([CH3:16])([CH3:15])[O:14][C@H:10]2[C@H:9]([N:17]2[C:21]3[N:22]=[C:23]([S:38][CH2:39][CH2:40][CH3:41])[N:24]=[C:25]([NH:26][C@@H:27]4[CH2:29][C@H:28]4[C:30]4[CH:35]=[CH:34][C:33]([F:36])=[C:32]([F:37])[CH:31]=4)[C:20]=3[N:19]=[N:18]2)[CH2:8]1)=[N+]=[N-]. Product: [NH2:1][CH2:4][CH2:5][O:6][C@@H:7]1[C@H:11]2[O:12][C:13]([CH3:15])([CH3:16])[O:14][C@H:10]2[C@H:9]([N:17]2[C:21]3[N:22]=[C:23]([S:38][CH2:39][CH2:40][CH3:41])[N:24]=[C:25]([NH:26][C@@H:27]4[CH2:29][C@H:28]4[C:30]4[CH:35]=[CH:34][C:33]([F:36])=[C:32]([F:37])[CH:31]=4)[C:20]=3[N:19]=[N:18]2)[CH2:8]1. The catalyst class is: 50. (4) Reactant: [CH2:1]([OH:4])[CH2:2][OH:3].[H-].[Na+].Br[CH2:8][CH2:9][CH2:10][CH2:11][CH2:12][CH2:13][N:14]1[CH2:18][C@@H:17]([C:19]2[CH:30]=[CH:29][C:22]3[O:23][C:24]([CH3:28])([CH3:27])[O:25][CH2:26][C:21]=3[CH:20]=2)[O:16][C:15]1=[O:31].P([O-])([O-])([O-])=O. Product: [CH3:27][C:24]1([CH3:28])[O:23][C:22]2[CH:29]=[CH:30][C:19]([C@H:17]3[O:16][C:15](=[O:31])[N:14]([CH2:13][CH2:12][CH2:11][CH2:10][CH2:9][CH2:8][O:3][CH2:2][CH2:1][OH:4])[CH2:18]3)=[CH:20][C:21]=2[CH2:26][O:25]1. The catalyst class is: 18. (5) Reactant: [CH2:1]([O:5][C:6]1[CH:41]=[CH:40][CH:39]=[CH:38][C:7]=1[CH2:8][N:9]1[CH2:37][CH2:36][C:12]2([CH2:17][CH2:16][N:15]([C:18]([C:20]3[CH:21]=[C:22]([CH:33]=[CH:34][CH:35]=3)[C:23]([O:25]CC3C=CC=CC=3)=[O:24])=[O:19])[CH2:14][CH2:13]2)[CH2:11][CH2:10]1)[CH:2]([CH3:4])[CH3:3]. Product: [CH2:1]([O:5][C:6]1[CH:41]=[CH:40][CH:39]=[CH:38][C:7]=1[CH2:8][N:9]1[CH2:10][CH2:11][C:12]2([CH2:13][CH2:14][N:15]([C:18]([C:20]3[CH:21]=[C:22]([CH:33]=[CH:34][CH:35]=3)[C:23]([OH:25])=[O:24])=[O:19])[CH2:16][CH2:17]2)[CH2:36][CH2:37]1)[CH:2]([CH3:4])[CH3:3]. The catalyst class is: 63.